Predict the reaction yield, written as a fraction of the theoretical maximum amount of product (1.0 means a 100% yield; for example, 0.34 means a 34% yield). From a dataset of Reaction yield outcomes from USPTO patents with 853,638 reactions. The reactants are CS(O[CH2:6][CH2:7][CH2:8][C:9]1[C:14]([O:15][CH3:16])=[C:13]([O:17][CH3:18])[C:12]([O:19][CH3:20])=[C:11]([O:21][CH3:22])[C:10]=1[CH3:23])(=O)=O.[C:24]1([P:30]([C:37]2[CH:42]=[CH:41][CH:40]=[CH:39][CH:38]=2)[C:31]2[CH:36]=[CH:35][CH:34]=[CH:33][CH:32]=2)[CH:29]=[CH:28][CH:27]=[CH:26][CH:25]=1.[Na+].[I-:44]. The catalyst is C(Cl)Cl. The product is [I-:44].[CH3:16][O:15][C:14]1[C:13]([O:17][CH3:18])=[C:12]([O:19][CH3:20])[C:11]([O:21][CH3:22])=[C:10]([CH3:23])[C:9]=1[CH2:8][CH2:7][CH2:6][P+:30]([C:31]1[CH:32]=[CH:33][CH:34]=[CH:35][CH:36]=1)([C:37]1[CH:42]=[CH:41][CH:40]=[CH:39][CH:38]=1)[C:24]1[CH:25]=[CH:26][CH:27]=[CH:28][CH:29]=1. The yield is 0.900.